This data is from Catalyst prediction with 721,799 reactions and 888 catalyst types from USPTO. The task is: Predict which catalyst facilitates the given reaction. (1) Reactant: [NH2:1][C:2]1[CH:3]=[C:4]([CH:8]=[C:9](Br)[CH:10]=1)[C:5]([OH:7])=[O:6].[CH3:12][O:13][C:14]1[CH:15]=[C:16](B(O)O)[CH:17]=[CH:18][C:19]=1[O:20][CH3:21].C(=O)([O-])[O-].[K+].[K+]. Product: [NH2:1][C:2]1[CH:3]=[C:4]([C:5]([OH:7])=[O:6])[CH:8]=[C:9]([C:17]2[CH:16]=[CH:15][C:14]([O:13][CH3:12])=[C:19]([O:20][CH3:21])[CH:18]=2)[CH:10]=1. The catalyst class is: 70. (2) Reactant: Br[C:2]1[N:7]2[CH:8]=[N:9][CH:10]=[C:6]2[C:5](=[O:11])[N:4]([CH2:12][C:13]2[CH:18]=[CH:17][C:16]([O:19][CH3:20])=[CH:15][CH:14]=2)[CH:3]=1.[Cl:21][C:22]1[CH:23]=[CH:24][C:25]([OH:31])=[C:26](B(O)O)[CH:27]=1.C(=O)([O-])[O-].[Na+].[Na+]. Product: [Cl:21][C:22]1[CH:27]=[CH:26][C:25]([OH:31])=[C:24]([C:2]2[N:7]3[CH:8]=[N:9][CH:10]=[C:6]3[C:5](=[O:11])[N:4]([CH2:12][C:13]3[CH:18]=[CH:17][C:16]([O:19][CH3:20])=[CH:15][CH:14]=3)[CH:3]=2)[CH:23]=1. The catalyst class is: 660. (3) Reactant: [C:1]([Si:5]([O:8][CH:9]([CH2:14][CH2:15][C:16]1[CH:21]=[CH:20][C:19]([C:22]([CH2:41][CH3:42])([C:25]2[CH:30]=[CH:29][C:28](B3OC(C)(C)C(C)(C)O3)=[C:27]([CH3:40])[CH:26]=2)[CH2:23][CH3:24])=[CH:18][C:17]=1[CH3:43])[C:10]([CH3:13])([CH3:12])[CH3:11])([CH3:7])[CH3:6])([CH3:4])([CH3:3])[CH3:2].[CH3:44][O:45][C:46](=[O:55])[CH2:47][C:48]1[CH:49]=[N:50][CH:51]=[C:52](Br)[CH:53]=1.O. Product: [CH3:44][O:45][C:46](=[O:55])[CH2:47][C:48]1[CH:49]=[N:50][CH:51]=[C:52]([C:28]2[CH:29]=[CH:30][C:25]([C:22]([C:19]3[CH:20]=[CH:21][C:16]([CH2:15][CH2:14][CH:9]([O:8][Si:5]([C:1]([CH3:4])([CH3:3])[CH3:2])([CH3:6])[CH3:7])[C:10]([CH3:13])([CH3:12])[CH3:11])=[C:17]([CH3:43])[CH:18]=3)([CH2:23][CH3:24])[CH2:41][CH3:42])=[CH:26][C:27]=2[CH3:40])[CH:53]=1. The catalyst class is: 423. (4) Product: [OH:2][NH:1][S:14]([CH2:13][C:8]1[CH:9]=[CH:10][CH:11]=[CH:12][C:7]=1[N+:4]([O-:6])=[O:5])(=[O:16])=[O:15]. Reactant: [NH2:1][OH:2].O.[N+:4]([C:7]1[CH:12]=[CH:11][CH:10]=[CH:9][C:8]=1[CH2:13][S:14](Cl)(=[O:16])=[O:15])([O-:6])=[O:5].S(Cl)(Cl)(=O)=O. The catalyst class is: 217. (5) Reactant: [F:1][C:2]([F:6])([F:5])[CH2:3][NH2:4].[Br:7][C:8]1[CH:9]=[C:10]([N:14]=[C:15]=[O:16])[CH:11]=[CH:12][CH:13]=1. The catalyst class is: 7. Product: [Br:7][C:8]1[CH:9]=[C:10]([NH:14][C:15]([NH:4][CH2:3][C:2]([F:6])([F:5])[F:1])=[O:16])[CH:11]=[CH:12][CH:13]=1. (6) Reactant: [NH2:1][C:2]1[CH:9]=[CH:8][C:5]([CH2:6][NH2:7])=[CH:4][CH:3]=1.[C:10](O[C:10]([O:12][C:13]([CH3:16])([CH3:15])[CH3:14])=[O:11])([O:12][C:13]([CH3:16])([CH3:15])[CH3:14])=[O:11]. Product: [NH2:1][C:2]1[CH:9]=[CH:8][C:5]([CH2:6][NH:7][C:10](=[O:11])[O:12][C:13]([CH3:16])([CH3:15])[CH3:14])=[CH:4][CH:3]=1. The catalyst class is: 2. (7) Reactant: [Cl:1][C:2]1[CH:7]=[C:6]([C:8](=[O:18])[N:9]=[S:10](C)[CH2:11]C[Si](C)(C)C)[C:5]([NH:19][C:20]([C:22]2[N:23]([C:31]3[C:36]([Cl:37])=[CH:35][CH:34]=[CH:33][N:32]=3)[N:24]=[C:25]([C:27]([F:30])([F:29])[F:28])[CH:26]=2)=[O:21])=[C:4]([CH3:38])[CH:3]=1.[F-].C([N+](CCCC)(CCCC)CCCC)CCC. Product: [Cl:1][C:2]1[CH:7]=[C:6]([C:8](=[O:18])[NH:9][S:10][CH3:11])[C:5]([NH:19][C:20]([C:22]2[N:23]([C:31]3[C:36]([Cl:37])=[CH:35][CH:34]=[CH:33][N:32]=3)[N:24]=[C:25]([C:27]([F:29])([F:30])[F:28])[CH:26]=2)=[O:21])=[C:4]([CH3:38])[CH:3]=1. The catalyst class is: 1. (8) Reactant: [F:1][C:2]1[C:7]([O:8][CH3:9])=[CH:6][C:5]([O:10][CH3:11])=[CH:4][C:3]=1[CH2:12][C:13]([O:15]C)=O.C([O-])([O-])=O.[K+].[K+].[NH2:23][C:24]1[C:29]([CH:30]=O)=[CH:28][N:27]=[C:26]([S:32][CH3:33])[N:25]=1.O. Product: [F:1][C:2]1[C:7]([O:8][CH3:9])=[CH:6][C:5]([O:10][CH3:11])=[CH:4][C:3]=1[C:12]1[C:13](=[O:15])[NH:23][C:24]2[N:25]=[C:26]([S:32][CH3:33])[N:27]=[CH:28][C:29]=2[CH:30]=1. The catalyst class is: 37. (9) Reactant: Br[C:2]1[CH:7]=[CH:6][C:5]([CH:8]([O:10][CH3:11])[CH3:9])=[CH:4][CH:3]=1.CC([O-])=O.[K+].[CH3:17][C:18]1([CH3:34])[C:22]([CH3:24])([CH3:23])[O:21][B:20]([B:20]2[O:21][C:22]([CH3:24])([CH3:23])[C:18]([CH3:34])([CH3:17])[O:19]2)[O:19]1.O. Product: [CH3:11][O:10][CH:8]([C:5]1[CH:6]=[CH:7][C:2]([B:20]2[O:21][C:22]([CH3:24])([CH3:23])[C:18]([CH3:34])([CH3:17])[O:19]2)=[CH:3][CH:4]=1)[CH3:9]. The catalyst class is: 75. (10) Reactant: [CH2:1]([C:3]([C:22]1[CH:27]=[CH:26][C:25]([OH:28])=[C:24]([CH3:29])[CH:23]=1)([C:6]1[CH:11]=[CH:10][C:9]([C:12]#[C:13][C:14]2([OH:20])[CH2:19][CH2:18][CH2:17][CH2:16][CH2:15]2)=[C:8]([CH3:21])[CH:7]=1)[CH2:4][CH3:5])[CH3:2].C([O-])([O-])=O.[K+].[K+].[CH2:36]([O:38][C:39](=[O:46])[CH2:40][CH2:41][CH2:42][CH2:43][CH2:44]Br)[CH3:37].[NH4+].[Cl-]. Product: [CH2:36]([O:38][C:39](=[O:46])[CH2:40][CH2:41][CH2:42][CH2:43][CH2:44][O:28][C:25]1[CH:26]=[CH:27][C:22]([C:3]([CH2:4][CH3:5])([C:6]2[CH:11]=[CH:10][C:9]([C:12]#[C:13][C:14]3([OH:20])[CH2:19][CH2:18][CH2:17][CH2:16][CH2:15]3)=[C:8]([CH3:21])[CH:7]=2)[CH2:1][CH3:2])=[CH:23][C:24]=1[CH3:29])[CH3:37]. The catalyst class is: 3.